From a dataset of Full USPTO retrosynthesis dataset with 1.9M reactions from patents (1976-2016). Predict the reactants needed to synthesize the given product. The reactants are: [Cl:1][C:2]1[CH:3]=[CH:4][C:5]([O:15][CH2:16][C:17]2[C:22]([F:23])=[CH:21][CH:20]=[CH:19][C:18]=2[F:24])=[C:6]([C:8](=O)[CH2:9][CH2:10][C:11](=O)[CH3:12])[CH:7]=1.[NH2:25][C:26]1[CH:27]=[C:28]([C:32]([OH:35])=[CH:33][CH:34]=1)[C:29]([OH:31])=[O:30].CC1C=CC(S(O)(=O)=O)=CC=1. Given the product [Cl:1][C:2]1[CH:3]=[CH:4][C:5]([O:15][CH2:16][C:17]2[C:22]([F:23])=[CH:21][CH:20]=[CH:19][C:18]=2[F:24])=[C:6]([C:8]2[N:25]([C:26]3[CH:27]=[C:28]([C:32]([OH:35])=[CH:33][CH:34]=3)[C:29]([OH:31])=[O:30])[C:11]([CH3:12])=[CH:10][CH:9]=2)[CH:7]=1, predict the reactants needed to synthesize it.